Dataset: Reaction yield outcomes from USPTO patents with 853,638 reactions. Task: Predict the reaction yield, written as a fraction of the theoretical maximum amount of product (1.0 means a 100% yield; for example, 0.34 means a 34% yield). The reactants are [NH2:1][C:2]([C:4]1[CH:5]=[C:6]([Br:26])[CH:7]=[C:8]2[C:12]=1[NH:11][CH:10]=[C:9]2[CH:13]1[CH2:18][CH2:17][N:16](C(OC(C)(C)C)=O)[CH2:15][CH2:14]1)=[O:3]. The catalyst is CO.Cl.O1CCOCC1. The product is [Br:26][C:6]1[CH:7]=[C:8]2[C:12](=[C:4]([C:2]([NH2:1])=[O:3])[CH:5]=1)[NH:11][CH:10]=[C:9]2[CH:13]1[CH2:18][CH2:17][NH:16][CH2:15][CH2:14]1. The yield is 0.580.